Dataset: Catalyst prediction with 721,799 reactions and 888 catalyst types from USPTO. Task: Predict which catalyst facilitates the given reaction. (1) Reactant: [CH:1]1[C:13]2[CH:12]([CH2:14][O:15][C:16]([N:18]3[CH2:22][CH:21]([OH:23])[CH2:20][CH:19]3[C:24](O)=[O:25])=[O:17])[C:11]3[C:6](=[CH:7][CH:8]=[CH:9][CH:10]=3)[C:5]=2[CH:4]=[CH:3][CH:2]=1.CO. Product: [OH:23][CH:21]1[CH2:22][N:18]([C:16]([O:15][CH2:14][CH:12]2[C:13]3[CH:1]=[CH:2][CH:3]=[CH:4][C:5]=3[C:6]3[C:11]2=[CH:10][CH:9]=[CH:8][CH:7]=3)=[O:17])[CH:19]([CH2:24][OH:25])[CH2:20]1. The catalyst class is: 7. (2) Reactant: [Br:1][C:2]1[C:11]([Br:12])=[C:10](N)[C:9]2[N:14]=[C:15]([Cl:16])[N:7]3[C:8]=2[C:3]=1[CH2:4][CH2:5][CH2:6]3.Cl.N([O-])=O.[Na+].[I-:22].[K+].S([O-])([O-])=O.[Na+].[Na+]. Product: [Br:1][C:2]1[C:11]([Br:12])=[C:10]([I:22])[C:9]2[N:14]=[C:15]([Cl:16])[N:7]3[C:8]=2[C:3]=1[CH2:4][CH2:5][CH2:6]3. The catalyst class is: 6. (3) Reactant: [CH2:1]([O:3][C:4]([C:6]1[N:7]([CH2:18][C:19]2[CH:24]=[CH:23][CH:22]=[CH:21][CH:20]=2)[C:8]([C:13]([O:15][CH2:16][CH3:17])=[O:14])=[C:9]([OH:12])[C:10]=1[OH:11])=[O:5])[CH3:2].[CH2:25](O)[CH2:26]O. Product: [CH2:1]([O:3][C:4]([C:6]1[N:7]([CH2:18][C:19]2[CH:24]=[CH:23][CH:22]=[CH:21][CH:20]=2)[C:8]([C:13]([O:15][CH2:16][CH3:17])=[O:14])=[C:9]2[O:12][CH2:25][CH2:26][O:11][C:10]=12)=[O:5])[CH3:2]. The catalyst class is: 7.